This data is from Full USPTO retrosynthesis dataset with 1.9M reactions from patents (1976-2016). The task is: Predict the reactants needed to synthesize the given product. (1) The reactants are: Br[C:2]1[CH:3]=[N:4][C:5]([C:8]2[CH:9]=[CH:10][C:11]([O:16][CH:17]([CH3:19])[CH3:18])=[C:12]([CH:15]=2)[C:13]#[N:14])=[N:6][CH:7]=1.[CH2:20]([C:22]1[C:29](B2OC(C)(C)C(C)(C)O2)=[CH:28][CH:27]=[CH:26][C:23]=1[CH:24]=[O:25])[CH3:21].P([O-])([O-])([O-])=O.[K+].[K+].[K+]. Given the product [CH2:20]([C:22]1[C:23]([CH:24]=[O:25])=[CH:26][CH:27]=[CH:28][C:29]=1[C:2]1[CH:3]=[N:4][C:5]([C:8]2[CH:9]=[CH:10][C:11]([O:16][CH:17]([CH3:19])[CH3:18])=[C:12]([CH:15]=2)[C:13]#[N:14])=[N:6][CH:7]=1)[CH3:21], predict the reactants needed to synthesize it. (2) The reactants are: P12(SP3(SP(SP(S3)(S1)=S)(=S)S2)=S)=[S:2].C(=O)([O-])[O-].[Na+].[Na+].[F:21][C:22]1[CH:27]=[CH:26][C:25]([CH:28]2[NH:33][C:32](=O)[CH2:31][S:30][CH2:29]2)=[CH:24][CH:23]=1. Given the product [F:21][C:22]1[CH:27]=[CH:26][C:25]([CH:28]2[NH:33][C:32](=[S:2])[CH2:31][S:30][CH2:29]2)=[CH:24][CH:23]=1, predict the reactants needed to synthesize it. (3) The reactants are: [CH:1]1[CH:6]=[C:5]2[C:7]([C:9](O)([OH:12])[C:10](=[O:11])[C:4]2=[CH:3][CH:2]=1)=[O:8].[N+:14]([C:17]1[CH:22]=[CH:21][C:20]([OH:23])=[CH:19][CH:18]=1)([O-:16])=[O:15]. Given the product [OH:11][C:10]12[C:4]3[C:5](=[CH:6][CH:1]=[CH:2][CH:3]=3)[C:7](=[O:8])[C:9]1([OH:12])[C:19]1[CH:18]=[C:17]([N+:14]([O-:16])=[O:15])[CH:22]=[CH:21][C:20]=1[O:23]2, predict the reactants needed to synthesize it. (4) The reactants are: [Cl:1][C:2]1[CH:3]=[C:4]([CH:8]=[CH:9][C:10]=1[C:11]1[N:15]=[C:14]([C:16]2[N:17]=[C:18]3[C:23]([Cl:24])=[CH:22][C:21]([C:25]([F:28])([F:27])[F:26])=[CH:20][N:19]3[CH:29]=2)[O:13][N:12]=1)[C:5](Cl)=[O:6].[NH3:30]. Given the product [Cl:1][C:2]1[CH:3]=[C:4]([CH:8]=[CH:9][C:10]=1[C:11]1[N:15]=[C:14]([C:16]2[N:17]=[C:18]3[C:23]([Cl:24])=[CH:22][C:21]([C:25]([F:28])([F:27])[F:26])=[CH:20][N:19]3[CH:29]=2)[O:13][N:12]=1)[C:5]([NH2:30])=[O:6], predict the reactants needed to synthesize it. (5) Given the product [F:6][C:7]1[CH:12]=[CH:11][C:10]([N:13]2[C:17]([CH3:18])=[CH:16][C:15]([CH:27]=[O:28])=[C:14]2[CH3:19])=[C:9]([C:20]([F:23])([F:21])[F:22])[CH:8]=1, predict the reactants needed to synthesize it. The reactants are: P(Cl)(Cl)(Cl)=O.[F:6][C:7]1[CH:12]=[CH:11][C:10]([N:13]2[C:17]([CH3:18])=[CH:16][CH:15]=[C:14]2[CH3:19])=[C:9]([C:20]([F:23])([F:22])[F:21])[CH:8]=1.CN([CH:27]=[O:28])C.